From a dataset of Full USPTO retrosynthesis dataset with 1.9M reactions from patents (1976-2016). Predict the reactants needed to synthesize the given product. (1) Given the product [CH3:26][O:25][C:23](=[O:24])[CH2:22][N:12]1[C:13]2[C:18](=[CH:17][C:16]([CH3:20])=[CH:15][C:14]=2[CH3:21])[CH:19]=[C:11]1[C:9]([NH:8][C:7]1[S:27][C:29]([CH2:42][CH:43]2[CH2:44][CH2:45][CH2:46][CH2:47][CH2:48]2)=[C:30]([C:32]2[CH:37]=[C:36]([O:38][CH3:39])[CH:35]=[CH:34][C:33]=2[O:40][CH3:41])[N:6]=1)=[O:10], predict the reactants needed to synthesize it. The reactants are: CN(C)C=O.[NH2:6][C:7](=[S:27])[NH:8][C:9]([C:11]1[N:12]([CH2:22][C:23]([O:25][CH3:26])=[O:24])[C:13]2[C:18]([CH:19]=1)=[CH:17][C:16]([CH3:20])=[CH:15][C:14]=2[CH3:21])=[O:10].Br[CH:29]([CH2:42][CH:43]1[CH2:48][CH2:47][CH2:46][CH2:45][CH2:44]1)[C:30]([C:32]1[CH:37]=[C:36]([O:38][CH3:39])[CH:35]=[CH:34][C:33]=1[O:40][CH3:41])=O. (2) Given the product [O:1]=[C:2]1[O:6][N:5]=[C:4]([C:7]2[CH:12]=[CH:11][CH:10]=[CH:9][C:8]=2[C:13]2[CH:14]=[CH:15][C:16]([CH2:19][C:20]3[C:21](=[O:46])[N:22]([C@H:32]4[CH2:33][CH2:34][C@H:35]([O:38][CH2:39][C:40](=[O:45])[C:41]([F:42])([F:44])[F:43])[CH2:36][CH2:37]4)[C:23]4[N:24]([N:29]=[CH:30][CH:31]=4)[C:25]=3[CH2:26][CH2:27][CH3:28])=[CH:17][CH:18]=2)[NH:3]1, predict the reactants needed to synthesize it. The reactants are: [O:1]=[C:2]1[O:6][N:5]=[C:4]([C:7]2[CH:12]=[CH:11][CH:10]=[CH:9][C:8]=2[C:13]2[CH:18]=[CH:17][C:16]([CH2:19][C:20]3[C:21](=[O:46])[N:22]([C@H:32]4[CH2:37][CH2:36][C@H:35]([O:38][CH2:39][CH:40]([OH:45])[C:41]([F:44])([F:43])[F:42])[CH2:34][CH2:33]4)[C:23]4[N:24]([N:29]=[CH:30][CH:31]=4)[C:25]=3[CH2:26][CH2:27][CH3:28])=[CH:15][CH:14]=2)[NH:3]1.CC(OI1(OC(C)=O)(OC(C)=O)OC(=O)C2C1=CC=CC=2)=O.C(OCC)(=O)C.S([O-])([O-])(=O)=S.[Na+].[Na+]. (3) Given the product [CH2:12]([O:19][C:20](=[O:40])[NH:21][CH:22]([C:25]1([C:32]2[CH:37]=[CH:36][C:35]([O:38][CH3:39])=[CH:34][CH:33]=2)[CH2:26][CH2:27][CH:28]([NH:31][C:2]2[CH:3]=[C:4]3[C:9](=[CH:10][CH:11]=2)[CH:8]=[N:7][CH:6]=[CH:5]3)[CH2:29][CH2:30]1)[CH2:23][CH3:24])[C:13]1[CH:18]=[CH:17][CH:16]=[CH:15][CH:14]=1, predict the reactants needed to synthesize it. The reactants are: Br[C:2]1[CH:3]=[C:4]2[C:9](=[CH:10][CH:11]=1)[CH:8]=[N:7][CH:6]=[CH:5]2.[CH2:12]([O:19][C:20](=[O:40])[NH:21][CH:22]([C:25]1([C:32]2[CH:37]=[CH:36][C:35]([O:38][CH3:39])=[CH:34][CH:33]=2)[CH2:30][CH2:29][CH:28]([NH2:31])[CH2:27][CH2:26]1)[CH2:23][CH3:24])[C:13]1[CH:18]=[CH:17][CH:16]=[CH:15][CH:14]=1.C(=O)([O-])[O-].[Cs+].[Cs+].C1(P(C2C=CC=CC=2)C2C=CC3C(=CC=CC=3)C=2C2C3C(=CC=CC=3)C=CC=2P(C2C=CC=CC=2)C2C=CC=CC=2)C=CC=CC=1. (4) Given the product [C:1]1([C:7]2[S:8][C:9]3[CH:15]([C:16]([OH:18])=[O:17])[CH2:14][CH2:13][CH2:12][C:10]=3[N:11]=2)[CH:2]=[CH:3][CH:4]=[CH:5][CH:6]=1, predict the reactants needed to synthesize it. The reactants are: [C:1]1([C:7]2[S:8][C:9]3[CH:15]([C:16]([O:18]C)=[O:17])[CH2:14][CH2:13][CH2:12][C:10]=3[N:11]=2)[CH:6]=[CH:5][CH:4]=[CH:3][CH:2]=1.O[Li].O. (5) Given the product [C:34]([C:36]1[CH:44]=[CH:43][C:39]([C:40]([CH:15]2[CH2:14][CH2:13][CH2:12][C:11]3[CH:18]=[C:7]([N:6]4[CH2:5][C@H:4]([CH2:19][NH:20][C:21](=[O:23])[CH3:22])[O:3][C:2]4=[O:1])[CH:8]=[CH:9][C:10]=3[C:16]2=[O:17])=[O:41])=[CH:38][CH:37]=1)#[N:35], predict the reactants needed to synthesize it. The reactants are: [O:1]=[C:2]1[N:6]([C:7]2[CH:8]=[CH:9][C:10]3[C:16](=[O:17])[CH2:15][CH2:14][CH2:13][CH2:12][C:11]=3[CH:18]=2)[CH2:5][C@H:4]([CH2:19][NH:20][C:21](=[O:23])[CH3:22])[O:3]1.[Li+].C[Si]([N-][Si](C)(C)C)(C)C.[C:34]([C:36]1[CH:44]=[CH:43][C:39]([C:40](Cl)=[O:41])=[CH:38][CH:37]=1)#[N:35].